Dataset: Full USPTO retrosynthesis dataset with 1.9M reactions from patents (1976-2016). Task: Predict the reactants needed to synthesize the given product. (1) The reactants are: [NH:1]([C:8]1[CH:13]=[CH:12][N:11]=[C:10]([NH:14][C:15]2[CH:20]=[CH:19][C:18]([OH:21])=[CH:17][CH:16]=2)[N:9]=1)[C:2]1[CH:7]=[CH:6][CH:5]=[CH:4][CH:3]=1.C([O-])([O-])=O.[K+].[K+].[CH2:28]([CH:30]1[O:32][CH2:31]1)Br. Given the product [NH:1]([C:8]1[CH:13]=[CH:12][N:11]=[C:10]([NH:14][C:15]2[CH:16]=[CH:17][C:18]([O:21][CH2:28][CH:30]3[O:32][CH2:31]3)=[CH:19][CH:20]=2)[N:9]=1)[C:2]1[CH:3]=[CH:4][CH:5]=[CH:6][CH:7]=1, predict the reactants needed to synthesize it. (2) Given the product [Br:14][C:15]1[CH:16]=[C:17]([CH:20]=[CH:21][C:22]=1[F:23])/[CH:18]=[N:13]/[NH:12][C:10](=[O:11])[CH2:9][NH:8][C:5]1[CH:4]=[CH:3][C:2]([Cl:1])=[CH:7][CH:6]=1, predict the reactants needed to synthesize it. The reactants are: [Cl:1][C:2]1[CH:7]=[CH:6][C:5]([NH:8][CH2:9][C:10]([NH:12][NH2:13])=[O:11])=[CH:4][CH:3]=1.[Br:14][C:15]1[CH:16]=[C:17]([CH:20]=[CH:21][C:22]=1[F:23])[CH:18]=O. (3) Given the product [ClH:15].[NH2:1][C:2]1[CH:10]=[CH:9][CH:8]=[C:7]([C:11]([F:12])([F:13])[F:14])[C:3]=1[C:4]([OH:6])=[O:5], predict the reactants needed to synthesize it. The reactants are: [NH2:1][C:2]1[CH:10]=[CH:9][CH:8]=[C:7]([C:11]([F:14])([F:13])[F:12])[C:3]=1[C:4]([OH:6])=[O:5].[ClH:15]. (4) Given the product [F:33][CH:10]([CH2:15][CH2:16][CH3:21])[CH2:11][N:49]1[CH2:50][CH2:51][CH:52]([NH:55][C:56](=[O:65])[O:57][CH2:58][C:59]2[CH:64]=[CH:63][CH:62]=[CH:61][CH:60]=2)[CH2:53][CH2:54]1, predict the reactants needed to synthesize it. The reactants are: ClC(Cl)C(O)=O.CC1(C)N(C)[C:11](=O)[C@H:10]([CH2:15][C:16]2[CH:21]=CC=CC=2)N1.C1C=CC(S(N(S(C2C=CC=CC=2)(=O)=O)[F:33])(=O)=O)=CC=1.C(=O)CCCC.[NH:49]1[CH2:54][CH2:53][CH:52]([NH:55][C:56](=[O:65])[O:57][CH2:58][C:59]2[CH:64]=[CH:63][CH:62]=[CH:61][CH:60]=2)[CH2:51][CH2:50]1.C(O[BH-](OC(=O)C)OC(=O)C)(=O)C.[Na+].C(=O)(O)[O-].[Na+]. (5) Given the product [CH2:1]([O:8][C:9]([N:11]1[CH2:16][CH2:15][CH:14]([NH:17][C:18]([C@@H:20]2[CH2:25][CH2:24][C@@H:23]3[CH2:22][N:21]2[C:45](=[O:47])[N:26]3[O:27][CH2:28][C:29]2[CH:34]=[CH:33][CH:32]=[CH:31][CH:30]=2)=[O:19])[CH2:13][CH2:12]1)=[O:10])[C:2]1[CH:7]=[CH:6][CH:5]=[CH:4][CH:3]=1, predict the reactants needed to synthesize it. The reactants are: [CH2:1]([O:8][C:9]([N:11]1[CH2:16][CH2:15][CH:14]([NH:17][C:18]([C@@H:20]2[CH2:25][CH2:24][C@@H:23]([NH:26][O:27][CH2:28][C:29]3[CH:34]=[CH:33][CH:32]=[CH:31][CH:30]=3)[CH2:22][NH:21]2)=[O:19])[CH2:13][CH2:12]1)=[O:10])[C:2]1[CH:7]=[CH:6][CH:5]=[CH:4][CH:3]=1.C(N(C(C)C)CC)(C)C.Cl[C:45](Cl)([O:47]C(=O)OC(Cl)(Cl)Cl)Cl.P(=O)(O)(O)O. (6) Given the product [NH:1]1[C:9]2[CH:8]=[CH:7][N:6]=[CH:5][C:4]=2[CH:3]=[N:2]1, predict the reactants needed to synthesize it. The reactants are: [N:1]1(C(=O)C)[C:9]2[CH:8]=[CH:7][N:6]=[CH:5][C:4]=2[CH:3]=[N:2]1. (7) Given the product [C:30]([O:33][CH2:34][C:35]1[C:36]([B:20]2[O:24][C:23]([CH3:26])([CH3:25])[C:22]([CH3:28])([CH3:27])[O:21]2)=[CH:37][CH:38]=[CH:39][C:40]=1[N:41]1[CH2:49][C:48]2[C:43](=[CH:44][CH:45]=[C:46]([N:50]([CH3:52])[CH3:51])[CH:47]=2)[C:42]1=[O:53])(=[O:32])[CH3:31], predict the reactants needed to synthesize it. The reactants are: C(C1SC2C(=O)N(C3C=CC=C([B:20]4[O:24][C:23]([CH3:26])([CH3:25])[C:22]([CH3:28])([CH3:27])[O:21]4)C=3C)CC=2C=1)(C)(C)C.[C:30]([O:33][CH2:34][C:35]1[C:40]([N:41]2[CH2:49][C:48]3[C:43](=[CH:44][CH:45]=[C:46]([N:50]([CH3:52])[CH3:51])[CH:47]=3)[C:42]2=[O:53])=[CH:39][CH:38]=[CH:37][C:36]=1Br)(=[O:32])[CH3:31].B1(B2OC(C)(C)C(C)(C)O2)OC(C)(C)C(C)(C)O1. (8) Given the product [NH2:8][C:4]1[N:5]=[CH:6][N:7]=[C:2]([NH:15][C@H:16]([C:19]2[N:28]([C:29]3[CH:34]=[CH:33][CH:32]=[CH:31][C:30]=3[CH3:35])[C:27](=[O:36])[C:26]3[C:21](=[CH:22][CH:23]=[CH:24][C:25]=3[CH3:37])[N:20]=2)[CH2:17][CH3:18])[C:3]=1[C:9]1[O:10][C:11]([CH3:14])=[N:12][N:13]=1, predict the reactants needed to synthesize it. The reactants are: Cl[C:2]1[N:7]=[CH:6][N:5]=[C:4]([NH2:8])[C:3]=1[C:9]1[O:10][C:11]([CH3:14])=[N:12][N:13]=1.[NH2:15][C@H:16]([C:19]1[N:28]([C:29]2[CH:34]=[CH:33][CH:32]=[CH:31][C:30]=2[CH3:35])[C:27](=[O:36])[C:26]2[C:21](=[CH:22][CH:23]=[CH:24][C:25]=2[CH3:37])[N:20]=1)[CH2:17][CH3:18].CCN(C(C)C)C(C)C.CCOC(C)=O.